The task is: Regression. Given a peptide amino acid sequence and an MHC pseudo amino acid sequence, predict their binding affinity value. This is MHC class II binding data.. This data is from Peptide-MHC class II binding affinity with 134,281 pairs from IEDB. (1) The peptide sequence is KLGEVSWEEEAEISG. The MHC is DRB1_1301 with pseudo-sequence DRB1_1301. The binding affinity (normalized) is 0. (2) The peptide sequence is ELEKYQKLNSERGVPN. The MHC is DRB1_0401 with pseudo-sequence DRB1_0401. The binding affinity (normalized) is 0.607. (3) The peptide sequence is IIPDGYKLIDNSLIL. The MHC is DRB1_0901 with pseudo-sequence DRB1_0901. The binding affinity (normalized) is 0.848. (4) The peptide sequence is YDKFLANVQTVLTGK. The MHC is DRB3_0202 with pseudo-sequence DRB3_0202. The binding affinity (normalized) is 0.835.